Task: Predict the reaction yield, written as a fraction of the theoretical maximum amount of product (1.0 means a 100% yield; for example, 0.34 means a 34% yield).. Dataset: Reaction yield outcomes from USPTO patents with 853,638 reactions (1) The reactants are [Cl:1][C:2]1[NH:3][CH:4]=[C:5]([N+:7]([O-:9])=[O:8])[N:6]=1.[O:10]1[C:12]2([CH2:17][CH2:16][N:15]([C:18](=[O:33])[CH2:19][N:20]3[CH2:25][CH2:24][N:23]([C:26]([O:28][C:29]([CH3:32])([CH3:31])[CH3:30])=[O:27])[CH2:22][CH2:21]3)[CH2:14][CH2:13]2)[CH2:11]1.C(=O)([O-])O.[Na+]. The catalyst is C(O)C. The product is [Cl:1][C:2]1[N:3]([CH2:11][C:12]2([OH:10])[CH2:13][CH2:14][N:15]([C:18](=[O:33])[CH2:19][N:20]3[CH2:25][CH2:24][N:23]([C:26]([O:28][C:29]([CH3:31])([CH3:30])[CH3:32])=[O:27])[CH2:22][CH2:21]3)[CH2:16][CH2:17]2)[CH:4]=[C:5]([N+:7]([O-:9])=[O:8])[N:6]=1. The yield is 0.610. (2) The reactants are [CH3:1][O:2][C:3]1[CH:4]=[C:5]([N:32]2[CH2:37][CH2:36][N:35](C(OC(C)(C)C)=O)[CH2:34][CH2:33]2)[CH:6]=[CH:7][C:8]=1[NH:9][C:10]1[N:15]=[CH:14][C:13]2[CH:16]=[CH:17][N:18]([S:19]([C:22]3[CH:23]=[CH:24][CH:25]=[C:26]4[C:31]=3[N:30]=[CH:29][CH:28]=[CH:27]4)(=[O:21])=[O:20])[C:12]=2[CH:11]=1.C(O)(C(F)(F)F)=O. The catalyst is C(Cl)Cl. The product is [CH3:1][O:2][C:3]1[CH:4]=[C:5]([N:32]2[CH2:33][CH2:34][NH:35][CH2:36][CH2:37]2)[CH:6]=[CH:7][C:8]=1[NH:9][C:10]1[N:15]=[CH:14][C:13]2[CH:16]=[CH:17][N:18]([S:19]([C:22]3[CH:23]=[CH:24][CH:25]=[C:26]4[C:31]=3[N:30]=[CH:29][CH:28]=[CH:27]4)(=[O:20])=[O:21])[C:12]=2[CH:11]=1. The yield is 0.413. (3) The reactants are [CH2:1]([O:3][C:4]1([C:7]2[CH:12]=[CH:11][C:10]([C:13]#[C:14][C:15]3[CH:20]=[CH:19][C:18]([CH2:21][C:22]([O:24]C)=[O:23])=[CH:17][CH:16]=3)=[CH:9][C:8]=2[CH:26]([CH3:28])[CH3:27])[CH2:6][CH2:5]1)[CH3:2].[OH-].[Na+].O.CC#N. The catalyst is C(O)C.O1CCCC1. The product is [CH2:1]([O:3][C:4]1([C:7]2[CH:12]=[CH:11][C:10]([C:13]#[C:14][C:15]3[CH:16]=[CH:17][C:18]([CH2:21][C:22]([OH:24])=[O:23])=[CH:19][CH:20]=3)=[CH:9][C:8]=2[CH:26]([CH3:27])[CH3:28])[CH2:6][CH2:5]1)[CH3:2]. The yield is 0.700. (4) The reactants are C(Cl)CCl.[NH2:5][C:6]1[N:11]=[CH:10][C:9](/[CH:12]=[CH:13]/[C:14]([OH:16])=O)=[CH:8][CH:7]=1.[CH3:17][N:18]1[C:26]2[C:21](=[CH:22][CH:23]=[CH:24][CH:25]=2)[C:20]([CH2:27][NH:28][CH3:29])=[N:19]1.C1C=CC2N(O)N=NC=2C=1.O.CCN(CC)CC. The catalyst is CN(C=O)C. The product is [NH2:5][C:6]1[N:11]=[CH:10][C:9](/[CH:12]=[CH:13]/[C:14]([N:28]([CH3:29])[CH2:27][C:20]2[C:21]3[C:26](=[CH:25][CH:24]=[CH:23][CH:22]=3)[N:18]([CH3:17])[N:19]=2)=[O:16])=[CH:8][CH:7]=1. The yield is 0.740. (5) The reactants are C([Li])CCC.C(NC(C)C)(C)C.[F:13][C:14]1[CH:19]=[CH:18][C:17]([CH3:20])=[CH:16][N:15]=1.FC1C([Li])=CC(C)=CN=1.[I:30]I.S([O-])([O-])(=O)=S.[Na+].[Na+]. The catalyst is O1CCCC1.O. The product is [F:13][C:14]1[C:19]([I:30])=[CH:18][C:17]([CH3:20])=[CH:16][N:15]=1. The yield is 0.330. (6) The reactants are [CH2:1]([O:4][C:5]1([CH3:34])[CH2:10][CH2:9][N:8]([C:11]2[N:16]3[N:17]=[C:18]([CH2:20][OH:21])[CH:19]=[C:15]3[N:14]=[C:13]([CH3:22])[C:12]=2[C@H:23]([O:29][C:30]([CH3:33])([CH3:32])[CH3:31])[C:24]([O:26][CH2:27][CH3:28])=[O:25])[CH2:7][CH2:6]1)[CH:2]=[CH2:3].[CH3:35][S:36](Cl)(=[O:38])=[O:37]. The catalyst is C(Cl)Cl.CN(C1C=CN=CC=1)C. The product is [CH2:1]([O:4][C:5]1([CH3:34])[CH2:10][CH2:9][N:8]([C:11]2[N:16]3[N:17]=[C:18]([CH2:20][O:21][S:36]([CH3:35])(=[O:38])=[O:37])[CH:19]=[C:15]3[N:14]=[C:13]([CH3:22])[C:12]=2[C@H:23]([O:29][C:30]([CH3:33])([CH3:32])[CH3:31])[C:24]([O:26][CH2:27][CH3:28])=[O:25])[CH2:7][CH2:6]1)[CH:2]=[CH2:3]. The yield is 1.06.